This data is from Reaction yield outcomes from USPTO patents with 853,638 reactions. The task is: Predict the reaction yield, written as a fraction of the theoretical maximum amount of product (1.0 means a 100% yield; for example, 0.34 means a 34% yield). (1) The reactants are S(=O)(=O)(O)O.[Cl:6][C:7]1[CH:8]=[C:9]([CH:21]=[CH:22][C:23]=1[Cl:24])[CH2:10][NH:11][C:12](=[NH:20])[CH:13](OCC)OCC.ClC1C=C2C(=CC=1Cl)C(N)=NC=C2. No catalyst specified. The product is [Cl:6][C:7]1[C:23]([Cl:24])=[CH:22][CH:21]=[C:9]2[C:8]=1[CH:13]=[C:12]([NH2:20])[N:11]=[CH:10]2. The yield is 0.860. (2) The reactants are [CH3:1][N:2]1[C@@H:11]([C@H:12]2[O:21][C:19](=[O:20])[C:18]3[C:17]([O:22][CH3:23])=[C:16]([O:24][CH3:25])[CH:15]=[CH:14][C:13]2=3)[C:10]2[C:9]([O:26][CH3:27])=[C:8]3[O:28][CH2:29][O:30][C:7]3=[CH:6][C:5]=2[CH2:4][CH2:3]1.[BrH:31].O.[Br]. No catalyst specified. The product is [CH3:1][N:2]1[C@@H:11]([C@H:12]2[O:21][C:19](=[O:20])[C:18]3[C:17]([O:22][CH3:23])=[C:16]([O:24][CH3:25])[CH:15]=[CH:14][C:13]2=3)[C:10]2[C:9]([O:26][CH3:27])=[C:8]3[O:28][CH2:29][O:30][C:7]3=[C:6]([Br:31])[C:5]=2[CH2:4][CH2:3]1. The yield is 0.820. (3) The reactants are C[O:2][C:3]([C:5]1[CH:10]=[CH:9][N:8]2[N:11]=[C:12](C)[CH:13]=[C:7]2[N:6]=1)=[O:4].Cl. The catalyst is C(O)(=O)C. The product is [N:11]1[N:8]2[CH:9]=[CH:10][C:5]([C:3]([OH:4])=[O:2])=[N:6][C:7]2=[CH:13][CH:12]=1. The yield is 0.870. (4) The reactants are [NH2:1][C:2]1[CH:7]=[C:6]([Cl:8])[CH:5]=[CH:4][C:3]=1[SH:9].[CH:10](=O)[C:11]1[CH:21]=[C:18]([O:19][CH3:20])[C:16]([OH:17])=[C:13]([O:14][CH3:15])[CH:12]=1. The catalyst is CN(C=O)C. The product is [Cl:8][C:6]1[CH:5]=[CH:4][C:3]2[S:9][C:10]([C:11]3[CH:21]=[C:18]([O:19][CH3:20])[C:16]([OH:17])=[C:13]([O:14][CH3:15])[CH:12]=3)=[N:1][C:2]=2[CH:7]=1. The yield is 0.472.